The task is: Predict the product of the given reaction.. This data is from Forward reaction prediction with 1.9M reactions from USPTO patents (1976-2016). (1) Given the reactants [C:1]([C:3]1[CH:4]=[CH:5][C:6]([C:9]([N:11]([CH:21]2[CH2:23][CH2:22]2)[C:12]2[CH:17]=[CH:16][N:15]3[N:18]=[CH:19][CH:20]=[C:14]3[CH:13]=2)=[O:10])=[N:7][CH:8]=1)#[N:2].C1C(=O)N([Br:31])C(=O)C1, predict the reaction product. The product is: [Br:31][C:20]1[CH:19]=[N:18][N:15]2[CH:16]=[CH:17][C:12]([N:11]([CH:21]3[CH2:23][CH2:22]3)[C:9](=[O:10])[C:6]3[CH:5]=[CH:4][C:3]([C:1]#[N:2])=[CH:8][N:7]=3)=[CH:13][C:14]=12. (2) Given the reactants C1OC(=O)COC1=O.[CH3:9][CH2:10][NH:11][C:12]([C@H:14]1[N:18]([C:19]([C@@H:21]([NH:29][C:30]([C@@H:32]([NH:37][C:38]([C@H:40]([NH:45][C:46]([C@@H:48]([NH:57][C:58]([C@@H:60]([NH:63][C:64]([C@@H:66]([NH:77][C:78]([C@@H:80]([NH:87][C:88]([C@H:90]2[NH:95][C:93](=[O:94])[CH2:92][CH2:91]2)=[O:89])[CH2:81][C:82]2[N:86]=[CH:85][NH:84][CH:83]=2)=[O:79])[CH2:67][C:68]2[C:72]3[CH:73]=[CH:74][CH:75]=[CH:76][C:71]=3[NH:70][CH:69]=2)=[O:65])[CH2:61][OH:62])=[O:59])[CH2:49][C:50]2[CH:51]=[CH:52][C:53]([OH:56])=[CH:54][CH:55]=2)=[O:47])[CH2:41][CH:42]([CH3:44])[CH3:43])=[O:39])[CH2:33][CH:34]([CH3:36])[CH3:35])=[O:31])[CH2:22][CH2:23][CH2:24][NH:25][C:26]([NH2:28])=[NH:27])=[O:20])[CH2:17][CH2:16][CH2:15]1)=[O:13].CC(O)=O, predict the reaction product. The product is: [CH3:9][CH2:10][NH:11][C:12]([C@H:14]1[N:18]([C:19]([C@@H:21]([NH:29][C:30]([C@@H:32]([NH:37][C:38]([C@H:40]([NH:45][C:46]([C@@H:48]([NH:57][C:58]([C@@H:60]([NH:63][C:64]([C@@H:66]([NH:77][C:78]([C@@H:80]([NH:87][C:88]([C@H:90]2[NH:95][C:93](=[O:94])[CH2:92][CH2:91]2)=[O:89])[CH2:81][C:82]2[N:86]=[CH:85][NH:84][CH:83]=2)=[O:79])[CH2:67][C:68]2[C:72]3[CH:73]=[CH:74][CH:75]=[CH:76][C:71]=3[NH:70][CH:69]=2)=[O:65])[CH2:61][OH:62])=[O:59])[CH2:49][C:50]2[CH:55]=[CH:54][C:53]([OH:56])=[CH:52][CH:51]=2)=[O:47])[CH2:41][CH:42]([CH3:44])[CH3:43])=[O:39])[CH2:33][CH:34]([CH3:36])[CH3:35])=[O:31])[CH2:22][CH2:23][CH2:24][NH:25][C:26]([NH2:28])=[NH:27])=[O:20])[CH2:17][CH2:16][CH2:15]1)=[O:13]. (3) Given the reactants [CH:1]1([C:6]([N:8]2[CH2:13][CH2:12][N:11]([CH2:14][C:15]3[C:20]([F:21])=[CH:19][CH:18]=[C:17]([N+:22]([O-])=O)[C:16]=3[CH3:25])[CH2:10][C@@H:9]2[CH3:26])=[O:7])[CH2:5][CH2:4][CH2:3][CH2:2]1, predict the reaction product. The product is: [NH2:22][C:17]1[C:16]([CH3:25])=[C:15]([C:20]([F:21])=[CH:19][CH:18]=1)[CH2:14][N:11]1[CH2:12][CH2:13][N:8]([C:6]([CH:1]2[CH2:5][CH2:4][CH2:3][CH2:2]2)=[O:7])[C@@H:9]([CH3:26])[CH2:10]1.